The task is: Binary Classification. Given a miRNA mature sequence and a target amino acid sequence, predict their likelihood of interaction.. This data is from Experimentally validated miRNA-target interactions with 360,000+ pairs, plus equal number of negative samples. (1) The protein sequence of the target gene is MAHKYVGLQYHGSVTFEDVAIAFSQQEWESLDSSQRGLYRDVMLENYRNLVSMGHSRSKPHVIALLEQWKEPEVTVRKDGRRWCTDLQLEDDTIGCKEMPTSENCPSFALHQKISRQKPRECQEYGKTLCQDSKPVQHERIHSSEKPNRCKECGKNFSNGHQLTIHQRLHVGEKPYKYEKCGKAFISGSAFVKHGRIHTGEKPLKCKQCGKTISGSYQLTVHKSIHTGKKPYECGECGKAFLVYGKLTRHQSTHTGEKPFGCEECGKAFSTFSYLVQHQRIHTSEKPYECKECGKAFSTS.... The miRNA is mmu-miR-1930-5p with sequence ACCUCCAUAGUACCUGCAGCGU. Result: 0 (no interaction). (2) The miRNA is hsa-miR-4765 with sequence UGAGUGAUUGAUAGCUAUGUUC. The protein sequence of the target gene is MALSEPILPSFSTFASPCRERGLQERWPRAEPESGGTDDDLNSVLDFILSMGLDGLGAEAAPEPPPPPPPPAFYYPEPGAPPPYSAPAGGLVSELLRPELDAPLGPALHGRFLLAPPGRLVKAEPPEADGGGGYGCAPGLTRGPRGLKREGAPGPAASCMRGPGGRPPPPPDTPPLSPDGPARLPAPGPRASFPPPFGGPGFGAPGPGLHYAPPAPPAFGLFDDAAAAAAALGLAPPAARGLLTPPASPLELLEAKPKRGRRSWPRKRTATHTCSYAGCGKTYTKSSHLKAHLRTHTGEK.... Result: 0 (no interaction). (3) The miRNA is hsa-miR-3127-3p with sequence UCCCCUUCUGCAGGCCUGCUGG. The protein sequence of the target gene is MLDPSSSEEESDEGLEEESRDVLVAAGSSQRAPPAPTREGRRDAPGRAGGGGAARSVSPSPSVLSEGRDEPQRQLDDEQERRIRLQLYVFVVRCIAYPFNAKQPTDMARRQQKLNKQQLQLLKERFQAFLNGETQIVADEAFCNAVRSYYEVFLKSDRVARMVQSGGCSANDFREVFKKNIEKRVRSLPEIDGLSKETVLSSWIAKYDAIYRGEEDLCKQPNRMALSAVSELILSKEQLYEMFQQILGIKKLEHQLLYNACQLDNADEQAAQIRRELDGRLQLADKMAKERKFPKFIAKD.... Result: 1 (interaction). (4) The miRNA is hsa-miR-7155-3p with sequence UGGCCCAAGACCUCAGACC. The protein sequence of the target gene is MFSVLSYGRLVARAVLGGLSQTDPRAGGGGGGGGGSSGDYGLVTAGCGFGKDFRKGLLKKGACYGDDACFVARHRSADVLGVADGVGGWRDYGVDPSQFSGTLMRTCERLVKEGRFVPSNPVGILTTSYCELLQNKVPLLGSSTACIVVLDRSSHRLHTANLGDSGFLVVRGGEVVHRSDEQQHYFNTPFQLSIAPPEAEGVVLSDSPDAADSTSFDVQLGDIILTATDGLFDNMPDYMILQELKKLKNSNYESIQRTARSIAEQAHELAYDPNYMSPFAQFACDNGLNVRGGKPDDITV.... Result: 0 (no interaction). (5) The miRNA is mmu-miR-758-3p with sequence UUUGUGACCUGGUCCACUA. The protein sequence of the target gene is MSPPKDPSPSLPLPSSSSHSSSPPSSSSTSVSGNAPDGSSPPQMTASEPLSQVSRGHPSPPTPNFRRRAVAQGAPREIPLYLPHHPKPEWAEYCLVSPGEDGLSDPAEMTSDECQPAEAPLGDIGSNHRDPHPIWGKDRSWTGQELSPLAGEDREKGSTGARKEEEGGPVLVKEKLGLKKLVLTQEQKTMLLDWNDSIPESVHLKAGERISQKSAENGRGGRVLKPVRPLLLPRAAGEPLPTQRGAQEKMGTPAEQAQGERNVPPPKSPLRLIANAIRRSLEPLLSNSEGGKKAWAKQES.... Result: 0 (no interaction).